This data is from Catalyst prediction with 721,799 reactions and 888 catalyst types from USPTO. The task is: Predict which catalyst facilitates the given reaction. Reactant: [NH2:1][C:2]1[CH:10]=[CH:9][C:8]([F:11])=[CH:7][C:3]=1[C:4]([OH:6])=[O:5].CN(C)C=O.[Br:17]N1C(=O)CCC1=O. Product: [NH2:1][C:2]1[C:10]([Br:17])=[CH:9][C:8]([F:11])=[CH:7][C:3]=1[C:4]([OH:6])=[O:5]. The catalyst class is: 6.